From a dataset of Catalyst prediction with 721,799 reactions and 888 catalyst types from USPTO. Predict which catalyst facilitates the given reaction. Reactant: O=C1C2C(=CC=CC=2)C(=O)[N:3]1[CH:12]([CH3:26])[C@@H:13]([NH:15][C:16](=[O:25])[O:17][CH2:18][C:19]1[CH:24]=[CH:23][CH:22]=[CH:21][CH:20]=1)[CH3:14].CN. Product: [NH2:3][CH:12]([CH3:26])[C@@H:13]([NH:15][C:16](=[O:25])[O:17][CH2:18][C:19]1[CH:24]=[CH:23][CH:22]=[CH:21][CH:20]=1)[CH3:14]. The catalyst class is: 5.